Predict the reaction yield, written as a fraction of the theoretical maximum amount of product (1.0 means a 100% yield; for example, 0.34 means a 34% yield). From a dataset of Reaction yield outcomes from USPTO patents with 853,638 reactions. The catalyst is O. The yield is 0.510. The product is [Br:11][C:9]1[CH:10]=[C:2]2[C:3]([C:4](=[O:5])[NH:13][C:14](=[O:15])[NH:1]2)=[CH:7][C:8]=1[F:12]. The reactants are [NH2:1][C:2]1[CH:10]=[C:9]([Br:11])[C:8]([F:12])=[CH:7][C:3]=1[C:4](O)=[O:5].[NH2:13][C:14](N)=[O:15].